Dataset: Reaction yield outcomes from USPTO patents with 853,638 reactions. Task: Predict the reaction yield, written as a fraction of the theoretical maximum amount of product (1.0 means a 100% yield; for example, 0.34 means a 34% yield). (1) The reactants are [H-].[Al+3].[Li+].[H-].[H-].[H-].[I:7][C:8]1[CH:9]=[C:10]2[C:14](=[CH:15][CH:16]=1)[N:13]([CH:17]1[CH2:22][CH2:21][CH2:20][CH2:19][O:18]1)[N:12]=[C:11]2[C:23](N(OC)C)=[O:24]. The catalyst is C1COCC1. The product is [I:7][C:8]1[CH:9]=[C:10]2[C:14](=[CH:15][CH:16]=1)[N:13]([CH:17]1[CH2:22][CH2:21][CH2:20][CH2:19][O:18]1)[N:12]=[C:11]2[CH:23]=[O:24]. The yield is 0.720. (2) The reactants are Br[C:2]1[CH:7]=[CH:6][C:5]([CH3:8])=[CH:4][N:3]=1.[Br:9][C:10]1[CH:11]=[C:12](B(O)O)[CH:13]=[CH:14][CH:15]=1.C1(P(C2C=CC=CC=2)C2C=CC=CC=2)C=CC=CC=1.C(=O)([O-])[O-].[K+].[K+]. The catalyst is C([O-])(=O)C.[Pd+2].C([O-])(=O)C.C(OCC)(=O)C.O.COCCOC. The product is [Br:9][C:10]1[CH:15]=[C:14]([C:2]2[CH:7]=[CH:6][C:5]([CH3:8])=[CH:4][N:3]=2)[CH:13]=[CH:12][CH:11]=1. The yield is 0.681. (3) The reactants are [CH2:1]([O:3][C@H:4]1[CH2:9][CH2:8][C@H:7]([N:10]2[CH2:15][CH2:14][CH:13]([NH:16][C:17]3[CH:22]=[C:21]([F:23])[CH:20]=[CH:19][C:18]=3[N+:24]([O-])=O)[CH2:12][CH2:11]2)[CH2:6][CH2:5]1)[CH3:2].O.NN. The catalyst is C(O)C.[Ni]. The product is [CH2:1]([O:3][C@H:4]1[CH2:9][CH2:8][C@H:7]([N:10]2[CH2:15][CH2:14][CH:13]([NH:16][C:17]3[C:18]([NH2:24])=[CH:19][CH:20]=[C:21]([F:23])[CH:22]=3)[CH2:12][CH2:11]2)[CH2:6][CH2:5]1)[CH3:2]. The yield is 1.00. (4) The reactants are IC.[C:3](=O)([O-])[O-].[Cs+].[Cs+].[F:9][C:10]1[CH:15]=[C:14]([O:16][CH2:17][C:18]2[CH:23]=[CH:22][CH:21]=[CH:20][CH:19]=2)[C:13]([OH:24])=[C:12]([CH2:25][OH:26])[CH:11]=1.O. The catalyst is CN(C=O)C. The product is [F:9][C:10]1[CH:15]=[C:14]([O:16][CH2:17][C:18]2[CH:23]=[CH:22][CH:21]=[CH:20][CH:19]=2)[C:13]([O:24][CH3:3])=[C:12]([CH2:25][OH:26])[CH:11]=1. The yield is 0.790. (5) The reactants are Cl.[Cl:2][C:3]1[CH:4]=[CH:5][C:6]2[CH2:12][CH2:11][C:10]3[CH:13]=[CH:14][CH:15]=[CH:16][C:9]=3[N:8]([CH2:17][CH2:18][CH2:19][NH2:20])[C:7]=2[CH:21]=1.CCN(CC)CC.[N+:29]([C:32]1[CH:37]=[CH:36][C:35]([S:38](Cl)(=[O:40])=[O:39])=[CH:34][CH:33]=1)([O-:31])=[O:30]. The catalyst is CN(C=O)C. The product is [Cl:2][C:3]1[CH:4]=[CH:5][C:6]2[CH2:12][CH2:11][C:10]3[CH:13]=[CH:14][CH:15]=[CH:16][C:9]=3[N:8]([CH2:17][CH2:18][CH2:19][NH:20][S:38]([C:35]3[CH:34]=[CH:33][C:32]([N+:29]([O-:31])=[O:30])=[CH:37][CH:36]=3)(=[O:39])=[O:40])[C:7]=2[CH:21]=1. The yield is 0.780.